From a dataset of Forward reaction prediction with 1.9M reactions from USPTO patents (1976-2016). Predict the product of the given reaction. (1) Given the reactants [S:1]1[CH:5]=[C:4]([CH:6]2[CH2:11][CH2:10][N:9](C(OC(C)(C)C)=O)[CH2:8][CH2:7]2)[N:3]=[CH:2]1, predict the reaction product. The product is: [S:1]1[CH:5]=[C:4]([CH:6]2[CH2:11][CH2:10][NH:9][CH2:8][CH2:7]2)[N:3]=[CH:2]1. (2) Given the reactants [CH2:1]([O:3][CH:4]([O:25][CH2:26][CH3:27])[C:5]1[CH:24]=[CH:23][C:8]([CH2:9][NH:10][CH2:11][CH2:12][CH2:13][CH2:14][NH:15][C:16](=[O:22])[O:17][C:18]([CH3:21])([CH3:20])[CH3:19])=[CH:7][CH:6]=1)[CH3:2].C(N(CC)CC)C.[C:35]1([C@@H:45]([N:47]=[C:48]=[O:49])[CH3:46])[C:44]2[C:39](=[CH:40][CH:41]=[CH:42][CH:43]=2)[CH:38]=[CH:37][CH:36]=1, predict the reaction product. The product is: [CH2:1]([O:3][CH:4]([O:25][CH2:26][CH3:27])[C:5]1[CH:24]=[CH:23][C:8]([CH2:9][N:10]([CH2:11][CH2:12][CH2:13][CH2:14][NH:15][C:16](=[O:22])[O:17][C:18]([CH3:20])([CH3:19])[CH3:21])[C:48]([NH:47][C@H:45]([C:35]2[C:44]3[C:39](=[CH:40][CH:41]=[CH:42][CH:43]=3)[CH:38]=[CH:37][CH:36]=2)[CH3:46])=[O:49])=[CH:7][CH:6]=1)[CH3:2]. (3) The product is: [Cl:1][C:2]1[CH:10]=[C:9]2[C:5]([C:6]([C:11]([OH:34])=[O:12])=[CH:7][NH:8]2)=[CH:4][C:3]=1[C:13]1[CH:14]=[CH:15][C:16]([O:19][CH2:20][CH2:21][N:22]2[CH2:23][CH2:24][O:25][CH2:26][CH2:27]2)=[CH:17][CH:18]=1. Given the reactants [Cl:1][C:2]1[CH:10]=[C:9]2[C:5]([C:6]([CH:11]=[O:12])=[CH:7][NH:8]2)=[CH:4][C:3]=1[C:13]1[CH:18]=[CH:17][C:16]([O:19][CH2:20][CH2:21][N:22]2[CH2:27][CH2:26][O:25][CH2:24][CH2:23]2)=[CH:15][CH:14]=1.CC(=CC)C.Cl([O-])=[O:34].[Na+].OP([O-])(O)=O.[Na+], predict the reaction product.